Dataset: Full USPTO retrosynthesis dataset with 1.9M reactions from patents (1976-2016). Task: Predict the reactants needed to synthesize the given product. (1) Given the product [C:2]([C:6]1[N:11]=[CH:10][C:9]([C:12]2[N:13]([C:33]([N:35]3[CH2:36][CH2:37][N:38]([CH2:41][C:42]([NH:48][C:49]([CH3:53])([CH3:52])[CH2:50][OH:51])=[O:43])[CH2:39][CH2:40]3)=[O:34])[C@@:14]([C:26]3[CH:31]=[CH:30][C:29]([Cl:32])=[CH:28][CH:27]=3)([CH3:25])[C@@:15]([C:18]3[CH:19]=[CH:20][C:21]([Cl:24])=[CH:22][CH:23]=3)([CH3:17])[N:16]=2)=[C:8]([O:45][CH2:46][CH3:47])[CH:7]=1)([CH3:4])([CH3:5])[CH3:3], predict the reactants needed to synthesize it. The reactants are: Cl.[C:2]([C:6]1[N:11]=[CH:10][C:9]([C:12]2[N:13]([C:33]([N:35]3[CH2:40][CH2:39][N:38]([CH2:41][C:42](O)=[O:43])[CH2:37][CH2:36]3)=[O:34])[C@@:14]([C:26]3[CH:31]=[CH:30][C:29]([Cl:32])=[CH:28][CH:27]=3)([CH3:25])[C@@:15]([C:18]3[CH:23]=[CH:22][C:21]([Cl:24])=[CH:20][CH:19]=3)([CH3:17])[N:16]=2)=[C:8]([O:45][CH2:46][CH3:47])[CH:7]=1)([CH3:5])([CH3:4])[CH3:3].[NH2:48][C:49]([CH3:53])([CH3:52])[CH2:50][OH:51]. (2) The reactants are: [C:1]1([C:7]2[CH:14]=[CH:13][C:10]([CH:11]=[O:12])=[CH:9][N:8]=2)[CH:6]=[CH:5][CH:4]=[CH:3][CH:2]=1.[CH:15]1([Mg]Br)[CH2:17][CH2:16]1. Given the product [CH:15]1([CH:11]([C:10]2[CH:9]=[N:8][C:7]([C:1]3[CH:2]=[CH:3][CH:4]=[CH:5][CH:6]=3)=[CH:14][CH:13]=2)[OH:12])[CH2:17][CH2:16]1, predict the reactants needed to synthesize it.